This data is from Reaction yield outcomes from USPTO patents with 853,638 reactions. The task is: Predict the reaction yield, written as a fraction of the theoretical maximum amount of product (1.0 means a 100% yield; for example, 0.34 means a 34% yield). (1) The catalyst is [Zn]. The product is [O:13]1[CH2:12][CH2:11][N:10]([C:7]2[CH:8]=[C:18]([CH:4]=[CH:5][CH:6]=2)[NH2:17])[CH2:15][CH2:14]1. The yield is 0.900. The reactants are [N+]([C:4]1N=[CH:8][C:7]([N:10]2[CH2:15][CH2:14][O:13][CH2:12][CH2:11]2)=[CH:6][CH:5]=1)([O-])=O.[Cl-].[NH4+:17].[CH3:18]O. (2) The reactants are [CH3:1][N:2]([CH2:6][CH2:7][CH:8]([C:15]1[CH:20]=[CH:19][CH:18]=[CH:17][CH:16]=1)[C:9]1[CH:14]=[CH:13][CH:12]=[CH:11][CH:10]=1)[CH2:3][C:4]#[N:5].[N:21]([Sn](CCCC)(CCCC)CCCC)=[N+:22]=[N-:23].[ClH:37]. The catalyst is C(OCC)C. The product is [ClH:37].[CH3:1][N:2]([CH2:6][CH2:7][CH:8]([C:15]1[CH:20]=[CH:19][CH:18]=[CH:17][CH:16]=1)[C:9]1[CH:10]=[CH:11][CH:12]=[CH:13][CH:14]=1)[CH2:3][C:4]1[NH:23][N:22]=[N:21][N:5]=1. The yield is 0.350. (3) The reactants are [CH3:1][O-:2].[Na+].[Cl:4][C:5]1[CH:10]=[C:9](F)[C:8]([F:12])=[CH:7][C:6]=1[N+:13]([O-:15])=[O:14]. The catalyst is CO. The product is [Cl:4][C:5]1[CH:10]=[C:9]([O:2][CH3:1])[C:8]([F:12])=[CH:7][C:6]=1[N+:13]([O-:15])=[O:14]. The yield is 0.790. (4) The reactants are Cl.[CH3:2][O:3][C:4](=[O:9])[C@H:5]([CH2:7][OH:8])[NH2:6].CN1CCOCC1.[C:17](O)(=[O:35])[CH2:18][CH2:19][CH2:20][CH2:21][CH2:22][CH2:23][CH2:24][CH2:25][CH2:26][CH2:27][CH2:28][CH2:29][CH2:30][CH2:31][CH2:32][CH2:33][CH3:34].ON1C2C=CC=CC=2N=N1.C1(N=C=NC2CCCCC2)CCCCC1. The product is [CH3:2][O:3][C:4](=[O:9])[C@H:5]([CH2:7][OH:8])[NH:6][C:17](=[O:35])[CH2:18][CH2:19][CH2:20][CH2:21][CH2:22][CH2:23][CH2:24][CH2:25][CH2:26][CH2:27][CH2:28][CH2:29][CH2:30][CH2:31][CH2:32][CH2:33][CH3:34]. The yield is 0.900. The catalyst is ClCCl. (5) The reactants are [C:1]([NH:9][C:10]1[CH:30]=[CH:29][N:13]([C@@H:14]2[O:28][C@H:18]([CH2:19][O:20][Si:21]([C:24]([CH3:27])([CH3:26])[CH3:25])([CH3:23])[CH3:22])[C@@H:16]([OH:17])[CH2:15]2)[C:12](=[O:31])[N:11]=1)(=[O:8])[C:2]1[CH:7]=[CH:6][CH:5]=[CH:4][CH:3]=1.[CH3:32][S:33]([CH3:35])=O.C(OC(=O)C)(=O)C.C([O-])(O)=O.[Na+]. The catalyst is CCOC(C)=O.C(O)(=O)C. The product is [C:1]([NH:9][C:10]1[CH:30]=[CH:29][N:13]([C@@H:14]2[O:28][C@H:18]([CH2:19][O:20][Si:21]([C:24]([CH3:25])([CH3:26])[CH3:27])([CH3:23])[CH3:22])[C@@H:16]([O:17][CH2:32][S:33][CH3:35])[CH2:15]2)[C:12](=[O:31])[N:11]=1)(=[O:8])[C:2]1[CH:3]=[CH:4][CH:5]=[CH:6][CH:7]=1. The yield is 0.730. (6) The reactants are Br[C:2]1[CH:7]=[CH:6][C:5]([C:8]2([NH:12][C:13](=[O:19])[O:14][C:15]([CH3:18])([CH3:17])[CH3:16])[CH2:11][CH2:10][CH2:9]2)=[CH:4][CH:3]=1.[C:20]([C:22]1[CH:27]=[CH:26][CH:25]=[CH:24][CH:23]=1)#[CH:21].C(NC(C)C)(C)C. The catalyst is O1CCOCC1.[Cu](I)I.CC(C)([P](C(C)(C)C)([Pd][P](C(C)(C)C)(C(C)(C)C)C(C)(C)C)C(C)(C)C)C. The product is [C:22]1([C:20]#[C:21][C:2]2[CH:7]=[CH:6][C:5]([C:8]3([NH:12][C:13](=[O:19])[O:14][C:15]([CH3:18])([CH3:17])[CH3:16])[CH2:11][CH2:10][CH2:9]3)=[CH:4][CH:3]=2)[CH:27]=[CH:26][CH:25]=[CH:24][CH:23]=1. The yield is 0.520. (7) The product is [Br:1][C:2]1[CH:7]=[CH:6][C:5]([C:8]([F:11])([F:10])[F:9])=[CH:4][C:3]=1[C:18]1[N:14]([CH3:13])[N:15]=[CH:16][CH:17]=1. The reactants are [Br:1][C:2]1[CH:7]=[CH:6][C:5]([C:8]([F:11])([F:10])[F:9])=[CH:4][C:3]=1I.[CH3:13][N:14]1[C:18](B2OC(C)(C)C(C)(C)O2)=[CH:17][CH:16]=[N:15]1.P([O-])([O-])([O-])=O.[K+].[K+].[K+]. The catalyst is C1C=CC(P(C2C=CC=CC=2)[C-]2C=CC=C2)=CC=1.C1C=CC(P(C2C=CC=CC=2)[C-]2C=CC=C2)=CC=1.Cl[Pd]Cl.[Fe+2].C(Cl)Cl. The yield is 0.680.